This data is from Catalyst prediction with 721,799 reactions and 888 catalyst types from USPTO. The task is: Predict which catalyst facilitates the given reaction. (1) Reactant: Br[CH2:2][C:3]([NH:5][C:6]1[CH:11]=[CH:10][C:9]([Cl:12])=[CH:8][C:7]=1[CH2:13][OH:14])=[O:4].CC(C)([O-])C.[K+]. Product: [Cl:12][C:9]1[CH:10]=[CH:11][C:6]2[NH:5][C:3](=[O:4])[CH2:2][O:14][CH2:13][C:7]=2[CH:8]=1. The catalyst class is: 41. (2) Reactant: Cl.[Cl:2][C:3]1[CH:4]=[C:5]([CH:14]=[CH:15][C:16]=1[Cl:17])[CH2:6][N:7]1[CH2:12][CH2:11][CH:10]([NH2:13])[CH2:9][CH2:8]1.ClCCl.Cl[C:22](=[O:29])[CH2:23][CH2:24][C:25]([O:27][CH3:28])=[O:26].C(=O)([O-])O.[Na+]. Product: [Cl:2][C:3]1[CH:4]=[C:5]([CH:14]=[CH:15][C:16]=1[Cl:17])[CH2:6][N:7]1[CH2:8][CH2:9][CH:10]([NH:13][C:22](=[O:29])[CH2:23][CH2:24][C:25]([O:27][CH3:28])=[O:26])[CH2:11][CH2:12]1. The catalyst class is: 66. (3) Reactant: CN(/[CH:4]=[C:5]1\[CH2:6][C:7]([C:14]2[C:22]3[C:21]4[CH:23]=[CH:24][CH:25]=[CH:26][C:20]=4[O:19][C:18]=3[C:17]([O:27][CH3:28])=[CH:16][CH:15]=2)([C:12]#[N:13])[CH2:8][CH2:9][C:10]\1=O)C.[CH2:29]([N:33]=[C:34]([NH2:36])[NH2:35])[C:30]([OH:32])=[O:31].[OH-].[Na+]. Product: [C:12]([C:7]1([C:14]2[C:22]3[C:21]4[CH:23]=[CH:24][CH:25]=[CH:26][C:20]=4[O:19][C:18]=3[C:17]([O:27][CH3:28])=[CH:16][CH:15]=2)[CH2:8][CH2:9][C:10]2[N:36]=[C:34]([NH:33][CH2:29][C:30]([OH:32])=[O:31])[N:35]=[CH:4][C:5]=2[CH2:6]1)#[N:13]. The catalyst class is: 5. (4) Reactant: [C:1]1([C:7]2[CH:15]=[C:10]3[O:11][CH2:12][CH2:13][CH2:14][N:9]3[N:8]=2)[CH:6]=[CH:5][CH:4]=[CH:3][CH:2]=1.[Br:16]Br.S([O-])([O-])(=O)=S.[Na+].[Na+]. Product: [Br:16][C:15]1[C:7]([C:1]2[CH:2]=[CH:3][CH:4]=[CH:5][CH:6]=2)=[N:8][N:9]2[CH2:14][CH2:13][CH2:12][O:11][C:10]=12. The catalyst class is: 22.